Dataset: Full USPTO retrosynthesis dataset with 1.9M reactions from patents (1976-2016). Task: Predict the reactants needed to synthesize the given product. (1) Given the product [Cl:9][C:10]1[CH:11]=[C:12]([C:17]2([C:18]([F:19])([F:20])[F:21])[CH2:4][O:22]2)[CH:13]=[C:14]([Cl:16])[CH:15]=1, predict the reactants needed to synthesize it. The reactants are: [H-].[Na+].[I-].[CH3:4][S+](C)(C)=O.[Cl:9][C:10]1[CH:11]=[C:12]([C:17](=[O:22])[C:18]([F:21])([F:20])[F:19])[CH:13]=[C:14]([Cl:16])[CH:15]=1. (2) Given the product [Br:14][CH2:9][CH2:8][CH:7]([C:1]1[CH:6]=[CH:5][CH:4]=[CH:3][CH:2]=1)[CH2:11][CH2:12][OH:13], predict the reactants needed to synthesize it. The reactants are: [C:1]1([CH:7]([CH2:11][CH2:12][OH:13])[CH2:8][CH2:9]O)[CH:6]=[CH:5][CH:4]=[CH:3][CH:2]=1.[BrH:14]. (3) Given the product [Cl:1][C:2]1[C:7]([Cl:8])=[CH:6][C:5]2[NH:9][C:16](=[O:15])[CH2:17][C:18]([C:19]3[CH:24]=[CH:23][CH:22]=[C:21]([C:25]4[CH:26]=[N:27][CH:28]=[CH:29][CH:30]=4)[CH:20]=3)=[N:10][C:4]=2[CH:3]=1, predict the reactants needed to synthesize it. The reactants are: [Cl:1][C:2]1[C:7]([Cl:8])=[CH:6][C:5]([NH2:9])=[C:4]([NH2:10])[CH:3]=1.C([O:15][C:16](=O)[CH2:17][C:18](=O)[C:19]1[CH:24]=[CH:23][CH:22]=[C:21]([C:25]2[CH:26]=[N:27][CH:28]=[CH:29][CH:30]=2)[CH:20]=1)(C)(C)C. (4) Given the product [CH:1]1([C:4]2[C:5]([NH2:30])=[N:6][CH:7]=[CH:8][CH:9]=2)[CH2:3][CH2:2]1, predict the reactants needed to synthesize it. The reactants are: [CH:1]1([C:4]2[C:5](C(OC)=O)=[N:6][CH:7]=[CH:8][CH:9]=2)[CH2:3][CH2:2]1.[OH-].[Na+].C1(P([N:30]=[N+]=[N-])(C2C=CC=CC=2)=O)C=CC=CC=1.C(=O)([O-])O.[Na+]. (5) Given the product [Cl:1][C:2]1[CH:7]=[CH:6][C:5]([CH:8]([C:29]2[CH:28]=[CH:27][C:26]([S:23]([CH2:21][CH3:22])(=[O:25])=[O:24])=[CH:31][CH:30]=2)[CH2:9][C:10]([C:12]2[CH:13]=[CH:14][C:15](=[O:19])[N:16]([CH3:18])[CH:17]=2)=[O:11])=[C:4]([F:20])[CH:3]=1, predict the reactants needed to synthesize it. The reactants are: [Cl:1][C:2]1[CH:7]=[CH:6][C:5](/[CH:8]=[CH:9]/[C:10]([C:12]2[CH:13]=[CH:14][C:15](=[O:19])[N:16]([CH3:18])[CH:17]=2)=[O:11])=[C:4]([F:20])[CH:3]=1.[CH2:21]([S:23]([C:26]1[CH:31]=[CH:30][C:29](B(O)O)=[CH:28][CH:27]=1)(=[O:25])=[O:24])[CH3:22].C(=O)([O-])O.[Na+]. (6) The reactants are: [CH3:1][S:2]([C:5]1[CH:6]=[C:7]2[C:11](=[CH:12][CH:13]=1)[N:10]([CH2:14][C:15]1[CH:20]=[CH:19][C:18]([CH:21]3[CH2:26][CH2:25][NH:24][CH2:23][CH2:22]3)=[CH:17][N:16]=1)[CH:9]=[CH:8]2)(=[O:4])=[O:3].C(=O)([O-])O.[Na+].[N:32]#[C:33]Br. Given the product [CH3:1][S:2]([C:5]1[CH:6]=[C:7]2[C:11](=[CH:12][CH:13]=1)[N:10]([CH2:14][C:15]1[CH:20]=[CH:19][C:18]([CH:21]3[CH2:26][CH2:25][N:24]([C:33]#[N:32])[CH2:23][CH2:22]3)=[CH:17][N:16]=1)[CH:9]=[CH:8]2)(=[O:4])=[O:3], predict the reactants needed to synthesize it. (7) Given the product [C:79]([O:78][C@@H:72]([C:63]1[C:62]([CH3:83])=[CH:61][C:59]2[N:60]=[C:56]([C:53]3[CH:54]=[C:55]4[C:50](=[CH:51][CH:52]=3)[N:49]([CH3:84])[N:48]=[C:47]4[C:29]3[CH2:34][CH2:33][N:32]([CH3:35])[CH2:31][CH:30]=3)[S:57][C:58]=2[C:64]=1[C:65]1[CH:70]=[CH:69][C:68]([Cl:71])=[CH:67][CH:66]=1)[C:73]([O:75][CH2:76][CH3:77])=[O:74])([CH3:82])([CH3:81])[CH3:80], predict the reactants needed to synthesize it. The reactants are: C(O[C@@H](C1C(C)=CC2N=C(C3C=C4C(C([C:29]5[CH2:30][CH2:31][N:32]([CH3:35])[CH2:33][CH:34]=5)=NN4C)=CC=3)SC=2C=1C1C=CC(Cl)=CC=1)C(OCC)=O)(C)(C)C.Br[C:47]1[C:55]2[C:50](=[CH:51][CH:52]=[C:53]([C:56]3[S:57][C:58]4[C:64]([C:65]5[CH:70]=[CH:69][C:68]([Cl:71])=[CH:67][CH:66]=5)=[C:63]([C@H:72]([O:78][C:79]([CH3:82])([CH3:81])[CH3:80])[C:73]([O:75][CH2:76][CH3:77])=[O:74])[C:62]([CH3:83])=[CH:61][C:59]=4[N:60]=3)[CH:54]=2)[N:49]([CH3:84])[N:48]=1. (8) Given the product [Cl:23][C:9]1[C:8]([C:12]#[N:13])=[C:7]([C:14]2[CH:19]=[CH:18][CH:17]=[CH:16][C:15]=2[F:20])[N:6]=[C:5]([NH:4][CH:1]2[CH2:3][CH2:2]2)[N:10]=1, predict the reactants needed to synthesize it. The reactants are: [CH:1]1([NH:4][C:5]2[N:10]=[C:9](O)[C:8]([C:12]#[N:13])=[C:7]([C:14]3[CH:19]=[CH:18][CH:17]=[CH:16][C:15]=3[F:20])[N:6]=2)[CH2:3][CH2:2]1.O=P(Cl)(Cl)[Cl:23].C([O-])(O)=O.[Na+]. (9) Given the product [CH2:38]([O:37][C:36]1[CH:35]=[CH:34][C:31]([C:32]#[N:33])=[CH:30][C:29]=1[CH2:28][NH:27][C:10]1[C:11]2[C:6](=[CH:5][C:4]([C:20]([N:22]3[CH2:26][CH2:25][CH2:24][CH2:23]3)=[O:21])=[C:3]([O:2][CH3:1])[CH:12]=2)[CH:7]=[CH:8][N:9]=1)[C:39]1[CH:40]=[CH:41][CH:42]=[CH:43][CH:44]=1, predict the reactants needed to synthesize it. The reactants are: [CH3:1][O:2][C:3]1[CH:12]=[C:11]2[C:6]([CH:7]=[CH:8][N:9]=[C:10]2OC2C=CC=CC=2)=[CH:5][C:4]=1[C:20]([N:22]1[CH2:26][CH2:25][CH2:24][CH2:23]1)=[O:21].[NH2:27][CH2:28][C:29]1[CH:30]=[C:31]([CH:34]=[CH:35][C:36]=1[O:37][CH2:38][C:39]1[CH:44]=[CH:43][CH:42]=[CH:41][CH:40]=1)[C:32]#[N:33]. (10) Given the product [C:16]([C:14]1[CH:13]=[C:12]([NH:20][S:21]([CH3:24])(=[O:22])=[O:23])[C:11]([O:25][CH3:26])=[C:10]([NH:9][C:7](=[O:8])[C:6]2[CH:27]=[CH:28][C:29]([CH3:30])=[C:4]([N:1]3[CH:32]=[C:31]([C:33]4[CH:38]=[N:37][C:36]([NH:39][CH3:40])=[CH:35][CH:34]=4)[N:3]=[N:2]3)[CH:5]=2)[CH:15]=1)([CH3:18])([CH3:19])[CH3:17], predict the reactants needed to synthesize it. The reactants are: [N:1]([C:4]1[CH:5]=[C:6]([CH:27]=[CH:28][C:29]=1[CH3:30])[C:7]([NH:9][C:10]1[CH:15]=[C:14]([C:16]([CH3:19])([CH3:18])[CH3:17])[CH:13]=[C:12]([NH:20][S:21]([CH3:24])(=[O:23])=[O:22])[C:11]=1[O:25][CH3:26])=[O:8])=[N+:2]=[N-:3].[C:31]([C:33]1[CH:34]=[CH:35][C:36]([NH:39][CH3:40])=[N:37][CH:38]=1)#[CH:32].